From a dataset of Reaction yield outcomes from USPTO patents with 853,638 reactions. Predict the reaction yield, written as a fraction of the theoretical maximum amount of product (1.0 means a 100% yield; for example, 0.34 means a 34% yield). (1) The reactants are Br[C:2]1[S:3][CH:4]=[CH:5][CH:6]=1.[Mg].[C:8]([O:14][CH3:15])(=[O:13])[C:9](OC)=[O:10].S(=O)(=O)(O)O. The catalyst is C(OCC)C. The product is [CH3:15][O:14][C:8](=[O:13])[C:9]([OH:10])([C:2]1[S:3][CH:4]=[CH:5][CH:6]=1)[C:2]1[S:3][CH:4]=[CH:5][CH:6]=1. The yield is 0.600. (2) The reactants are CC(C[AlH]CC(C)C)C.CCOCC.C[O:16][C:17](=O)[C@H:18]([CH3:38])[CH2:19][O:20][Si:21]([C:34]([CH3:37])([CH3:36])[CH3:35])([C:28]1[CH:33]=[CH:32][CH:31]=[CH:30][CH:29]=1)[C:22]1[CH:27]=[CH:26][CH:25]=[CH:24][CH:23]=1.[NH4+].[Cl-]. The catalyst is C1COCC1.CO. The product is [Si:21]([O:20][CH2:19][C@@H:18]([CH3:38])[CH2:17][OH:16])([C:34]([CH3:36])([CH3:37])[CH3:35])([C:28]1[CH:29]=[CH:30][CH:31]=[CH:32][CH:33]=1)[C:22]1[CH:23]=[CH:24][CH:25]=[CH:26][CH:27]=1. The yield is 0.930. (3) The reactants are [Cl:1][C:2]1[CH:7]=[CH:6][C:5]([CH:8]2[CH2:12][CH2:11][C:10]([O:13][Si](C)(C)C)=[CH:9]2)=[CH:4][N:3]=1.Cl. The catalyst is C1COCC1.CCOC(C)=O.C([O-])(O)=O.[Na+]. The product is [Cl:1][C:2]1[N:3]=[CH:4][C:5]([CH:8]2[CH2:12][CH2:11][C:10](=[O:13])[CH2:9]2)=[CH:6][CH:7]=1. The yield is 0.370. (4) The reactants are [C:1]([OH:14])(=O)[C:2]1([CH2:12][CH2:11][CH:7]([C:8]([OH:10])=[O:9])[C:4]1([CH3:6])[CH3:5])[CH3:3].P(Cl)(Cl)(Cl)(Cl)Cl.[C:21]([N:25]1[CH:29]=[C:28]([CH2:30][CH2:31][CH2:32][CH3:33])[C:27](=[NH:34])[S:26]1)([CH3:24])([CH3:23])[CH3:22].[CH2:35](N(CC)CC)C. The catalyst is CCCCCC.O1CCCC1.C(OCC)(=O)C.CO. The product is [CH2:30]([C:28]1=[CH:29][N:25]([C:21]([CH3:24])([CH3:23])[CH3:22])[S:26]/[C:27]/1=[N:34]\[C:1]([C@@:2]1([CH3:3])[CH2:12][CH2:11][C@@H:7]([C:8]([O:10][CH3:35])=[O:9])[C:4]1([CH3:5])[CH3:6])=[O:14])[CH2:31][CH2:32][CH3:33]. The yield is 0.260. (5) The reactants are [N:1]([CH2:4][CH2:5][CH2:6][C:7](=[N:14][NH:15][C:16](=[O:25])[C:17]1[CH:22]=[C:21]([F:23])[CH:20]=[CH:19][C:18]=1[F:24])[C:8]1[CH:13]=[CH:12][CH:11]=[CH:10][CH:9]=1)=[N+:2]=[N-:3].[CH3:26][O:27][C@@H:28]([CH3:38])[C:29](O[C:29](=[O:30])[C@@H:28]([O:27][CH3:26])[CH3:38])=[O:30]. The catalyst is ClCCCl. The product is [N:1]([CH2:4][CH2:5][CH2:6][C:7]1([C:8]2[CH:9]=[CH:10][CH:11]=[CH:12][CH:13]=2)[N:14]([C:29](=[O:30])[C@@H:28]([O:27][CH3:26])[CH3:38])[N:15]=[C:16]([C:17]2[CH:22]=[C:21]([F:23])[CH:20]=[CH:19][C:18]=2[F:24])[O:25]1)=[N+:2]=[N-:3]. The yield is 0.650.